This data is from Peptide-MHC class I binding affinity with 185,985 pairs from IEDB/IMGT. The task is: Regression. Given a peptide amino acid sequence and an MHC pseudo amino acid sequence, predict their binding affinity value. This is MHC class I binding data. (1) The peptide sequence is RLIDRMLTA. The MHC is HLA-A02:01 with pseudo-sequence HLA-A02:01. The binding affinity (normalized) is 0.802. (2) The peptide sequence is AENDDVRST. The MHC is HLA-B18:01 with pseudo-sequence HLA-B18:01. The binding affinity (normalized) is 0.